The task is: Regression. Given a peptide amino acid sequence and an MHC pseudo amino acid sequence, predict their binding affinity value. This is MHC class I binding data.. This data is from Peptide-MHC class I binding affinity with 185,985 pairs from IEDB/IMGT. (1) The binding affinity (normalized) is 0. The MHC is HLA-A02:06 with pseudo-sequence HLA-A02:06. The peptide sequence is ETFPNVHEHI. (2) The peptide sequence is VLCNKNFFW. The MHC is Mamu-B17 with pseudo-sequence Mamu-B17. The binding affinity (normalized) is 0.354. (3) The peptide sequence is ITLLCLIPTV. The MHC is HLA-A02:06 with pseudo-sequence HLA-A02:06. The binding affinity (normalized) is 0.822. (4) The peptide sequence is TEGSVKGLT. The MHC is HLA-B44:02 with pseudo-sequence HLA-B44:02. The binding affinity (normalized) is 0. (5) The binding affinity (normalized) is 0.0847. The MHC is HLA-B18:01 with pseudo-sequence HLA-B18:01. The peptide sequence is IPKRNRSIL. (6) The peptide sequence is LGGLYEAI. The MHC is H-2-Kb with pseudo-sequence H-2-Kb. The binding affinity (normalized) is 0.0735. (7) The peptide sequence is VALYRRIQR. The MHC is HLA-A33:01 with pseudo-sequence HLA-A33:01. The binding affinity (normalized) is 0.764.